From a dataset of Full USPTO retrosynthesis dataset with 1.9M reactions from patents (1976-2016). Predict the reactants needed to synthesize the given product. (1) Given the product [CH3:22][O:12][C:11]([C:9]1[CH:8]=[C:7]([Si:14]([CH2:19][CH3:20])([CH2:17][CH3:18])[CH2:15][CH3:16])[C:5]2[O:6][C:2]([F:1])([F:21])[O:3][C:4]=2[CH:10]=1)=[O:13], predict the reactants needed to synthesize it. The reactants are: [F:1][C:2]1([F:21])[O:6][C:5]2[C:7]([Si:14]([CH2:19][CH3:20])([CH2:17][CH3:18])[CH2:15][CH3:16])=[CH:8][C:9]([C:11]([OH:13])=[O:12])=[CH:10][C:4]=2[O:3]1.[CH2:22](OCC)C.C[Si](C=[N+]=[N-])(C)C. (2) Given the product [CH3:13][CH:23]([CH3:24])[CH2:22][CH2:21][O:25][CH2:26][C:27](=[O:28])[CH:10]([C:7]1[CH:6]=[CH:5][C:4]([N+:1]([O-:3])=[O:2])=[CH:9][CH:8]=1)[C:11]#[N:12], predict the reactants needed to synthesize it. The reactants are: [N+:1]([C:4]1[CH:9]=[CH:8][C:7]([CH2:10][C:11]#[N:12])=[CH:6][CH:5]=1)([O-:3])=[O:2].[CH3:13]CN(CC)CC.C[CH:21]([O:25][CH2:26][C:27](Cl)=[O:28])[CH2:22][CH2:23][CH3:24]. (3) Given the product [NH2:28][C:24]1([C:21]2[CH:22]=[CH:23][C:18]([C:10]3[C:11]([C:13]4[S:14][CH:15]=[CH:16][CH:17]=4)=[CH:12][C:3]4[N:2]([CH3:1])[C:7](=[O:8])[CH2:6][O:5][C:4]=4[N:9]=3)=[CH:19][CH:20]=2)[CH2:27][CH2:26][CH2:25]1, predict the reactants needed to synthesize it. The reactants are: [CH3:1][N:2]1[C:7](=[O:8])[CH2:6][O:5][C:4]2[N:9]=[C:10]([C:18]3[CH:23]=[CH:22][C:21]([C:24]4([NH:28]C(=O)OC(C)(C)C)[CH2:27][CH2:26][CH2:25]4)=[CH:20][CH:19]=3)[C:11]([C:13]3[S:14][CH:15]=[CH:16][CH:17]=3)=[CH:12][C:3]1=2.C(O)(C(F)(F)F)=O.